Task: Regression. Given a peptide amino acid sequence and an MHC pseudo amino acid sequence, predict their binding affinity value. This is MHC class I binding data.. Dataset: Peptide-MHC class I binding affinity with 185,985 pairs from IEDB/IMGT (1) The peptide sequence is LRNIYETEF. The MHC is HLA-B57:01 with pseudo-sequence HLA-B57:01. The binding affinity (normalized) is 0.0847. (2) The peptide sequence is YCNTNYLSK. The MHC is HLA-A68:01 with pseudo-sequence HLA-A68:01. The binding affinity (normalized) is 0.0985. (3) The MHC is HLA-A33:01 with pseudo-sequence HLA-A33:01. The binding affinity (normalized) is 0. The peptide sequence is VPVWKEATTT.